This data is from Retrosynthesis with 50K atom-mapped reactions and 10 reaction types from USPTO. The task is: Predict the reactants needed to synthesize the given product. (1) Given the product COC(=O)c1ccc(-c2ncn(-c3ccc(OC(F)(F)F)cc3)n2)cc1C, predict the reactants needed to synthesize it. The reactants are: COC(=O)c1ccc(B2OC(C)(C)C(C)(C)O2)cc1C.FC(F)(F)Oc1ccc(-n2cnc(Br)n2)cc1. (2) Given the product Cn1c(SCC2CC2)nnc1C(O)CC1CC1, predict the reactants needed to synthesize it. The reactants are: Cn1c(SCC2CC2)nnc1C(=O)CC1CC1. (3) Given the product CC(=O)O, predict the reactants needed to synthesize it. The reactants are: C[C@@]12CC[C@H]3C[C@H]4C[C@H](O)CC[C@@H]4C[C@@H]3[C@H]1CC(=O)[C@H]2O. (4) Given the product CNC(=O)Cn1c(-c2ccc([N+](=O)[O-])cc2)nc2cccnc21, predict the reactants needed to synthesize it. The reactants are: CN.O=C(O)Cn1c(-c2ccc([N+](=O)[O-])cc2)nc2cccnc21. (5) Given the product CCOC(=O)Cc1cccc(Oc2ccc(Br)cc2CN2CCOC2=O)c1, predict the reactants needed to synthesize it. The reactants are: CCOC(=O)Cc1cccc(Oc2ccc(Br)cc2CBr)c1.O=C1NCCO1.